Dataset: Full USPTO retrosynthesis dataset with 1.9M reactions from patents (1976-2016). Task: Predict the reactants needed to synthesize the given product. (1) Given the product [CH2:1]([C:3]1[CH:9]=[CH:8][CH:7]=[C:6]2[C:4]=1[N:5]=[CH:11][CH:10]=[C:12]2[CH3:14])[CH3:2], predict the reactants needed to synthesize it. The reactants are: [CH2:1]([C:3]1[CH:9]=[CH:8][CH:7]=[CH:6][C:4]=1[NH2:5])[CH3:2].[CH:10]([C:12]([CH3:14])=O)=[CH2:11]. (2) Given the product [F:1][CH2:2][C:3]1([C:10]2[N:15]=[C:14]([NH:16][C:17]([C:19]3[CH:24]=[CH:23][C:22]([Cl:25])=[CH:21][N:20]=3)=[O:18])[CH:13]=[CH:12][CH:11]=2)[CH2:8][O:7][CH2:6][C:5](=[S:35])[NH:4]1, predict the reactants needed to synthesize it. The reactants are: [F:1][CH2:2][C:3]1([C:10]2[N:15]=[C:14]([NH:16][C:17]([C:19]3[CH:24]=[CH:23][C:22]([Cl:25])=[CH:21][N:20]=3)=[O:18])[CH:13]=[CH:12][CH:11]=2)[CH2:8][O:7][CH2:6][C:5](=O)[NH:4]1.COC1C=CC(P2(SP(C3C=CC(OC)=CC=3)(=S)S2)=[S:35])=CC=1. (3) Given the product [C:1]([C:5]1[CH:34]=[CH:33][C:8]([O:9][C:10]2[CH:15]=[CH:14][C:13]([C:16]3[CH:21]=[CH:20][C:19]([O:22][C:23]([F:24])([F:25])[F:26])=[CH:18][CH:17]=3)=[CH:12][C:11]=2/[CH:27]=[CH:28]\[C:29]([OH:31])=[O:30])=[CH:7][CH:6]=1)([CH3:4])([CH3:2])[CH3:3], predict the reactants needed to synthesize it. The reactants are: [C:1]([C:5]1[CH:34]=[CH:33][C:8]([O:9][C:10]2[CH:15]=[CH:14][C:13]([C:16]3[CH:21]=[CH:20][C:19]([O:22][C:23]([F:26])([F:25])[F:24])=[CH:18][CH:17]=3)=[CH:12][C:11]=2/[CH:27]=[CH:28]\[C:29]([O:31]C)=[O:30])=[CH:7][CH:6]=1)([CH3:4])([CH3:3])[CH3:2].CO.[OH-].[Na+].Cl. (4) Given the product [Cl:1][C:2]1[CH:3]=[CH:4][C:5]([C:8]2[N:9]=[C:10]([C:26]([O:28][CH2:29][C:30]3[CH:35]=[CH:34][CH:33]=[CH:32][CH:31]=3)=[O:27])[N:11]([CH3:20])[C:12]=2[C:13]2[CH:18]=[CH:17][C:16]([Cl:19])=[CH:15][CH:14]=2)=[CH:6][CH:7]=1, predict the reactants needed to synthesize it. The reactants are: [Cl:1][C:2]1[CH:7]=[CH:6][C:5]([C:8]2[N:9]=[CH:10][N:11]([CH3:20])[C:12]=2[C:13]2[CH:18]=[CH:17][C:16]([Cl:19])=[CH:15][CH:14]=2)=[CH:4][CH:3]=1.C([Li])CCC.[C:26](Cl)([O:28][CH2:29][C:30]1[CH:35]=[CH:34][CH:33]=[CH:32][CH:31]=1)=[O:27].C(=O)(O)[O-].[Na+]. (5) Given the product [NH2:30][C:28](=[O:29])[CH2:27][O:26][C:24]1[CH:23]=[CH:22][C:20]2[NH:21][C:16]([C:7]3[C:6](=[O:33])[C:5]([CH2:1][CH2:2][CH2:3][CH3:4])([CH3:34])[C:14]4[C:9](=[CH:10][CH:11]=[CH:12][CH:13]=4)[C:8]=3[O-:15])=[N:17][S:18](=[O:31])(=[O:32])[C:19]=2[CH:25]=1.[Na+:36], predict the reactants needed to synthesize it. The reactants are: [CH2:1]([C:5]1([CH3:34])[C:14]2[C:9](=[CH:10][CH:11]=[CH:12][CH:13]=2)[C:8]([OH:15])=[C:7]([C:16]2[NH:21][C:20]3[CH:22]=[CH:23][C:24]([O:26][CH2:27][C:28]([NH2:30])=[O:29])=[CH:25][C:19]=3[S:18](=[O:32])(=[O:31])[N:17]=2)[C:6]1=[O:33])[CH2:2][CH2:3][CH3:4].[OH-].[Na+:36]. (6) Given the product [NH:2]1[CH2:3][CH2:4][CH:5]=[C:6]([C:8]([OH:10])=[O:9])[CH2:7]1, predict the reactants needed to synthesize it. The reactants are: C[N:2]1[CH2:7][C:6]([C:8]([O:10]C)=[O:9])=[CH:5][CH2:4][CH2:3]1.Br.C(=O)([O-])[O-].[K+].[K+].[Na+].[Cl-].S([O-])([O-])(=O)=O.[Na+].[Na+]. (7) Given the product [Cl:18][C:19]1[CH:24]=[CH:23][C:22]([CH:11]2[CH2:12][N:8]([C:6]([O:5][C:1]([CH3:4])([CH3:2])[CH3:3])=[O:7])[CH:9]([O:29][CH3:28])[CH2:10]2)=[CH:21][C:20]=1[CH3:27], predict the reactants needed to synthesize it. The reactants are: [C:1]([O:5][C:6]([N:8]1[CH2:12][CH:11]=[CH:10][CH2:9]1)=[O:7])([CH3:4])([CH3:3])[CH3:2].F[B-](F)(F)F.[Cl:18][C:19]1[CH:24]=[CH:23][C:22]([N+]#N)=[CH:21][C:20]=1[CH3:27].[CH3:28][OH:29]. (8) The reactants are: CO/[N:3]=[C:4](\[C:11]1[CH:16]=[CH:15][C:14]([Cl:17])=[CH:13][CH:12]=1)/[CH2:5][N:6]1[CH:10]=[CH:9][CH:8]=[N:7]1.O.[OH-].[Na+].C(OCC)C. Given the product [Cl:17][C:14]1[CH:15]=[CH:16][C:11]([CH:4]([NH2:3])[CH2:5][N:6]2[CH:10]=[CH:9][CH:8]=[N:7]2)=[CH:12][CH:13]=1, predict the reactants needed to synthesize it. (9) Given the product [F:7][C:8]([F:25])([F:24])[C:9]([NH:11][C@@H:12]1[C:20]2[C:15](=[CH:16][CH:17]=[C:18]([O:21][CH3:22])[CH:19]=2)[C:14](=[CH2:1])[CH2:13]1)=[O:10], predict the reactants needed to synthesize it. The reactants are: [CH3:1]C(C)([O-])C.[K+].[F:7][C:8]([F:25])([F:24])[C:9]([NH:11][C@@H:12]1[C:20]2[C:15](=[CH:16][CH:17]=[C:18]([O:21][CH3:22])[CH:19]=2)[C:14](=O)[CH2:13]1)=[O:10].O. (10) Given the product [F:8][C:5]1[CH:6]=[CH:7][C:2]2[N:1]=[C:21]([CH3:22])[N:9]([C:10]3[C:11]([CH3:20])=[C:12]([CH:17]=[CH:18][CH:19]=3)[C:13]([O:15][CH3:16])=[O:14])[C:3]=2[CH:4]=1, predict the reactants needed to synthesize it. The reactants are: [NH2:1][C:2]1[CH:7]=[CH:6][C:5]([F:8])=[CH:4][C:3]=1[NH:9][C:10]1[C:11]([CH3:20])=[C:12]([CH:17]=[CH:18][CH:19]=1)[C:13]([O:15][CH3:16])=[O:14].[C:21](Cl)(=O)[CH3:22].